Task: Regression. Given two drug SMILES strings and cell line genomic features, predict the synergy score measuring deviation from expected non-interaction effect.. Dataset: NCI-60 drug combinations with 297,098 pairs across 59 cell lines (1) Drug 1: C1CC(C1)(C(=O)O)C(=O)O.[NH2-].[NH2-].[Pt+2]. Drug 2: C1=CC=C(C=C1)NC(=O)CCCCCCC(=O)NO. Cell line: IGROV1. Synergy scores: CSS=30.6, Synergy_ZIP=4.92, Synergy_Bliss=5.96, Synergy_Loewe=7.76, Synergy_HSA=7.86. (2) Drug 1: CN(C)N=NC1=C(NC=N1)C(=O)N. Drug 2: CC1=C(C=C(C=C1)C(=O)NC2=CC(=CC(=C2)C(F)(F)F)N3C=C(N=C3)C)NC4=NC=CC(=N4)C5=CN=CC=C5. Cell line: SF-268. Synergy scores: CSS=-0.234, Synergy_ZIP=2.49, Synergy_Bliss=1.54, Synergy_Loewe=-5.50, Synergy_HSA=-4.13. (3) Drug 1: CCC1=C2CN3C(=CC4=C(C3=O)COC(=O)C4(CC)O)C2=NC5=C1C=C(C=C5)O. Drug 2: CC(C)NC(=O)C1=CC=C(C=C1)CNNC.Cl. Cell line: HCC-2998. Synergy scores: CSS=6.38, Synergy_ZIP=-1.28, Synergy_Bliss=4.64, Synergy_Loewe=-2.14, Synergy_HSA=2.05. (4) Drug 1: C1=NC2=C(N=C(N=C2N1C3C(C(C(O3)CO)O)O)F)N. Drug 2: CNC(=O)C1=NC=CC(=C1)OC2=CC=C(C=C2)NC(=O)NC3=CC(=C(C=C3)Cl)C(F)(F)F. Cell line: ACHN. Synergy scores: CSS=7.45, Synergy_ZIP=-1.69, Synergy_Bliss=0.830, Synergy_Loewe=-14.4, Synergy_HSA=-3.43.